From a dataset of Forward reaction prediction with 1.9M reactions from USPTO patents (1976-2016). Predict the product of the given reaction. Given the reactants [S:1]([Cl:4])(Cl)=[O:2].[CH3:5][NH:6][C:7]([C:9]1[CH:14]=[CH:13][C:12](N)=[CH:11][N:10]=1)=[O:8].N([O-])=[O:17].[Na+].S(Cl)(Cl)=O.O, predict the reaction product. The product is: [CH3:5][NH:6][C:7]([C:9]1[N:10]=[CH:11][C:12]([S:1]([Cl:4])(=[O:2])=[O:17])=[CH:13][CH:14]=1)=[O:8].